Regression. Given a peptide amino acid sequence and an MHC pseudo amino acid sequence, predict their binding affinity value. This is MHC class I binding data. From a dataset of Peptide-MHC class I binding affinity with 185,985 pairs from IEDB/IMGT. The peptide sequence is TPSDLNTML. The MHC is HLA-B81:01 with pseudo-sequence YYSEYRNIYAQTDESNLYLSYNYYSLAVLAYEWY. The binding affinity (normalized) is 0.661.